From a dataset of Forward reaction prediction with 1.9M reactions from USPTO patents (1976-2016). Predict the product of the given reaction. (1) Given the reactants [BH4-].[Na+].CO.[CH3:5][O:6][C:7](=[O:32])[CH2:8][O:9][CH2:10][C:11]#[C:12][CH2:13][N:14]1[C@@H:19](/[CH:20]=[CH:21]/[C:22](=[O:30])[CH2:23][C:24]2[CH:29]=[CH:28][CH:27]=[CH:26][CH:25]=2)[CH2:18][CH2:17][CH2:16][C:15]1=[O:31], predict the reaction product. The product is: [CH3:5][O:6][C:7](=[O:32])[CH2:8][O:9][CH2:10][C:11]#[C:12][CH2:13][N:14]1[C:15](=[O:31])[CH2:16][CH2:17][CH2:18][C@@H:19]1/[CH:20]=[CH:21]/[CH:22]([OH:30])[CH2:23][C:24]1[CH:29]=[CH:28][CH:27]=[CH:26][CH:25]=1.[OH:6][CH2:7][CH2:8][O:9][CH2:10][C:11]#[C:12][CH2:13][N:14]1[C@@H:19](/[CH:20]=[CH:21]/[CH:22]([OH:30])[CH2:23][C:24]2[CH:25]=[CH:26][CH:27]=[CH:28][CH:29]=2)[CH2:18][CH2:17][CH2:16][C:15]1=[O:31]. (2) Given the reactants Cl[C:2]1[CH:7]=[N:6][CH:5]=[C:4]([Cl:8])[N:3]=1.[OH:9][C:10]1[CH:11]=[C:12]2[C:17](=[CH:18][CH:19]=1)[N:16]=[CH:15][CH:14]=[CH:13]2, predict the reaction product. The product is: [Cl:8][C:4]1[CH:5]=[N:6][CH:7]=[C:2]([O:9][C:10]2[CH:11]=[C:12]3[C:17](=[CH:18][CH:19]=2)[N:16]=[CH:15][CH:14]=[CH:13]3)[N:3]=1. (3) Given the reactants [N+:1]([C:4]1[CH:14]=[CH:13][CH:12]=[CH:11][C:5]=1[C:6]([N:8]=[C:9]=[O:10])=[O:7])([O-:3])=[O:2].[Br:15][C:16]1[CH:17]=[N:18][C:19]([S:22][C:23]2[CH:28]=[CH:27][C:26]([NH2:29])=[CH:25][CH:24]=2)=[N:20][CH:21]=1, predict the reaction product. The product is: [Br:15][C:16]1[CH:17]=[N:18][C:19]([S:22][C:23]2[CH:24]=[CH:25][C:26]([NH:29][C:9]([NH:8][C:6](=[O:7])[C:5]3[CH:11]=[CH:12][CH:13]=[CH:14][C:4]=3[N+:1]([O-:3])=[O:2])=[O:10])=[CH:27][CH:28]=2)=[N:20][CH:21]=1. (4) The product is: [CH2:1]([N:4]1[CH:32]=[CH:33][N:34]=[C:5]1[C:7]1[S:8][CH:9]=[CH:10][C:11]=1[C:12]1[CH:17]=[CH:16][C:15]([Cl:18])=[CH:14][C:13]=1[Cl:19])[CH:2]=[CH2:3]. Given the reactants [CH2:1]([NH:4][C:5]([C:7]1[S:8][CH:9]=[CH:10][C:11]=1[C:12]1[CH:17]=[CH:16][C:15]([Cl:18])=[CH:14][C:13]=1[Cl:19])=O)[CH:2]=[CH2:3].C(Cl)Cl.P(Cl)(Cl)(Cl)(Cl)Cl.Cl.CO[CH:32](OC)[CH2:33][NH2:34].O1CCOCC1, predict the reaction product. (5) Given the reactants [N:1]1[CH:6]=[CH:5][C:4]([C:7]2[CH:12]=[CH:11][N:10]3[CH:13]=[CH:14][N:15]=[C:9]3[CH:8]=2)=[CH:3][CH:2]=1.Br[C:17]1[CH:22]=[CH:21][C:20]([CH2:23][C:24]([NH:26][C:27]2[S:28][C:29]([CH:33]([CH3:35])[CH3:34])=[C:30]([CH3:32])[N:31]=2)=[O:25])=[C:19]([F:36])[CH:18]=1.C([O-])(=O)C.[K+], predict the reaction product. The product is: [F:36][C:19]1[CH:18]=[C:17]([C:13]2[N:10]3[CH:11]=[CH:12][C:7]([C:4]4[CH:3]=[CH:2][N:1]=[CH:6][CH:5]=4)=[CH:8][C:9]3=[N:15][CH:14]=2)[CH:22]=[CH:21][C:20]=1[CH2:23][C:24]([NH:26][C:27]1[S:28][C:29]([CH:33]([CH3:35])[CH3:34])=[C:30]([CH3:32])[N:31]=1)=[O:25]. (6) Given the reactants [OH:1][C:2]1[CH:7]=[CH:6][C:5]([C:8]([C:10]2[NH:14][C:13](=[O:15])[NH:12][C:11]=2[CH3:16])=[O:9])=[CH:4][CH:3]=1.[H-].[Na+].[H][H].Br[CH2:22][C:23]([O:25][CH2:26][CH3:27])=[O:24], predict the reaction product. The product is: [CH3:16][C:11]1[NH:12][C:13](=[O:15])[NH:14][C:10]=1[C:8]([C:5]1[CH:4]=[CH:3][C:2]([O:1][CH2:22][C:23]([O:25][CH2:26][CH3:27])=[O:24])=[CH:7][CH:6]=1)=[O:9]. (7) Given the reactants [Cl:1][C:2]1[CH:3]=[C:4]([CH2:8][NH:9][CH3:10])[CH:5]=[CH:6][CH:7]=1.[CH3:11][O:12][C:13]1[CH:18]=[CH:17][C:16]([C:19]2[CH:20]=[CH:21][C:22](=[O:29])[N:23]([CH2:25][C:26]([OH:28])=O)[CH:24]=2)=[CH:15][CH:14]=1.OC1C2N=NNC=2C=CC=1.CCN=C=NCCCN(C)C.Cl, predict the reaction product. The product is: [Cl:1][C:2]1[CH:3]=[C:4]([CH:5]=[CH:6][CH:7]=1)[CH2:8][N:9]([CH3:10])[C:26](=[O:28])[CH2:25][N:23]1[CH:24]=[C:19]([C:16]2[CH:15]=[CH:14][C:13]([O:12][CH3:11])=[CH:18][CH:17]=2)[CH:20]=[CH:21][C:22]1=[O:29]. (8) Given the reactants [NH2:1][C@@H:2]([CH3:13])[C@@H:3]([C:5]1[CH:10]=[CH:9][CH:8]=[C:7]([O:11][CH3:12])[CH:6]=1)[OH:4].[Cl:14][C:15]1[CH:20]=[CH:19][C:18]([N:21]2[C:29]3[C:24](=[CH:25][C:26](I)=[CH:27][CH:28]=3)[CH:23]=[N:22]2)=[CH:17][CH:16]=1.C(=O)([O-])[O-].[Cs+].[Cs+], predict the reaction product. The product is: [Cl:14][C:15]1[CH:16]=[CH:17][C:18]([N:21]2[C:29]3[C:24](=[CH:25][C:26]([O:4][C@H:3]([C:5]4[CH:10]=[CH:9][CH:8]=[C:7]([O:11][CH3:12])[CH:6]=4)[C@@H:2]([NH2:1])[CH3:13])=[CH:27][CH:28]=3)[CH:23]=[N:22]2)=[CH:19][CH:20]=1.